Dataset: Full USPTO retrosynthesis dataset with 1.9M reactions from patents (1976-2016). Task: Predict the reactants needed to synthesize the given product. (1) Given the product [CH:35]1([N:28]2[CH2:29][CH2:30][P:25]([C:8]3[CH:9]=[C:10]([CH:23]=[CH:24][C:7]=3[F:6])[CH2:11][C:12]3[C:21]4[C:16](=[CH:17][CH:18]=[CH:19][CH:20]=4)[C:15](=[O:22])[NH:14][N:13]=3)(=[O:31])[CH2:26][CH2:27]2)[CH2:37][CH2:36]1, predict the reactants needed to synthesize it. The reactants are: C(O)(=O)C.Cl.[F:6][C:7]1[CH:24]=[CH:23][C:10]([CH2:11][C:12]2[C:21]3[C:16](=[CH:17][CH:18]=[CH:19][CH:20]=3)[C:15](=[O:22])[NH:14][N:13]=2)=[CH:9][C:8]=1[P:25]1(=[O:31])[CH2:30][CH2:29][NH:28][CH2:27][CH2:26]1.C(O[C:35]1(O[Si](C)(C)C)[CH2:37][CH2:36]1)C.[BH3-]C#N.[Na+]. (2) Given the product [F:34][CH:33]([F:35])[C:23]1[N:22]([C:10]2[N:11]=[C:12]([N:14]3[CH2:19][C@@H:18]([CH3:20])[O:17][C@@H:16]([CH3:21])[CH2:15]3)[CH:13]=[C:8]([N:1]3[CH2:6][CH2:5][O:4][CH2:3][CH2:2]3)[N:9]=2)[C:26]2[CH:27]=[CH:28][CH:29]=[C:30]([O:31][CH3:32])[C:25]=2[N:24]=1, predict the reactants needed to synthesize it. The reactants are: [NH:1]1[CH2:6][CH2:5][O:4][CH2:3][CH2:2]1.Cl[C:8]1[CH:13]=[C:12]([N:14]2[CH2:19][C@@H:18]([CH3:20])[O:17][C@@H:16]([CH3:21])[CH2:15]2)[N:11]=[C:10]([N:22]2[C:26]3[CH:27]=[CH:28][CH:29]=[C:30]([O:31][CH3:32])[C:25]=3[N:24]=[C:23]2[CH:33]([F:35])[F:34])[N:9]=1. (3) Given the product [Cl:30][C:29]1[C:21]([N:18]2[CH2:19][CH2:20][N:15]([CH2:13][CH2:51][CH:50]([C:44]3[CH:49]=[CH:48][CH:47]=[CH:46][CH:45]=3)[C:54]3[CH:59]=[CH:58][CH:57]=[CH:56][CH:55]=3)[CH2:16][CH2:17]2)=[CH:22][CH:23]=[C:24]2[C:28]=1[C:27](=[O:31])[N:26]([CH:32]1[CH2:37][CH2:36][CH2:35][CH2:34][CH2:33]1)[CH2:25]2, predict the reactants needed to synthesize it. The reactants are: FC(F)(F)C(O)=O.C(O[C:13]([N:15]1[CH2:20][CH2:19][N:18]([C:21]2[C:29]([Cl:30])=[C:28]3[C:24]([CH2:25][N:26]([CH:32]4[CH2:37][CH2:36][CH2:35][CH2:34][CH2:33]4)[C:27]3=[O:31])=[CH:23][CH:22]=2)[CH2:17][CH2:16]1)=O)(C)(C)C.C(=O)([O-])[O-].[K+].[K+].[C:44]1([CH:50]([C:54]2[CH:59]=[CH:58][CH:57]=[CH:56][CH:55]=2)[CH2:51]CBr)[CH:49]=[CH:48][CH:47]=[CH:46][CH:45]=1.C(O)(=O)CC(CC(O)=O)(C(O)=O)O.